From a dataset of Reaction yield outcomes from USPTO patents with 853,638 reactions. Predict the reaction yield, written as a fraction of the theoretical maximum amount of product (1.0 means a 100% yield; for example, 0.34 means a 34% yield). (1) The reactants are [CH3:1][NH:2][CH2:3][CH2:4][CH2:5][NH:6][C:7](=[O:24])[C@H:8]([CH2:20][CH:21]([CH3:23])[CH3:22])[NH:9][C:10]([O:12][CH2:13][C:14]1[CH:19]=[CH:18][CH:17]=[CH:16][CH:15]=1)=[O:11].[Cl:25][C:26]1[CH:31]=[C:30]([F:32])[CH:29]=[CH:28][C:27]=1[S:33](Cl)(=[O:35])=[O:34].C(N(CC)CC)C. The catalyst is ClCCl. The product is [Cl:25][C:26]1[CH:31]=[C:30]([F:32])[CH:29]=[CH:28][C:27]=1[S:33]([N:2]([CH3:1])[CH2:3][CH2:4][CH2:5][NH:6][C:7](=[O:24])[C@H:8]([CH2:20][CH:21]([CH3:22])[CH3:23])[NH:9][C:10]([O:12][CH2:13][C:14]1[CH:15]=[CH:16][CH:17]=[CH:18][CH:19]=1)=[O:11])(=[O:35])=[O:34]. The yield is 0.890. (2) The reactants are [NH2:1][CH:2]([C:24]1[CH:29]=[CH:28][CH:27]=[C:26]([C:30]2[NH:34][N:33]=[N:32][N:31]=2)[CH:25]=1)[C:3]1[CH:23]=[CH:22][C:6]([CH2:7][O:8][C:9]2[CH:14]=[CH:13][C:12]([C:15](=[O:17])[CH3:16])=[C:11]([OH:18])[C:10]=2[CH2:19][CH2:20][CH3:21])=[CH:5][CH:4]=1.[C:35](Cl)(=[O:37])[CH3:36].N1C=CC=CC=1. The catalyst is ClCCl. The product is [C:15]([C:12]1[CH:13]=[CH:14][C:9]([O:8][CH2:7][C:6]2[CH:22]=[CH:23][C:3]([CH:2]([C:24]3[CH:29]=[CH:28][CH:27]=[C:26]([C:30]4[NH:34][N:33]=[N:32][N:31]=4)[CH:25]=3)[NH:1][C:35](=[O:37])[CH3:36])=[CH:4][CH:5]=2)=[C:10]([CH2:19][CH2:20][CH3:21])[C:11]=1[OH:18])(=[O:17])[CH3:16]. The yield is 0.610. (3) The reactants are [NH:1]1[C:5]2[CH:6]=[CH:7][C:8]([C:10]([N:12]3[C@@H:21]4[C@@H:16]([C:17]5[CH:25]=[CH:24][C:23]([C:26](O)=[O:27])=[CH:22][C:18]=5[CH2:19][CH2:20]4)[CH2:15][CH2:14][CH2:13]3)=[O:11])=[CH:9][C:4]=2[N:3]=[CH:2]1.[NH:29]1[CH2:33][CH2:32][CH2:31][CH2:30]1. No catalyst specified. The product is [NH:1]1[C:5]2[CH:6]=[CH:7][C:8]([C:10]([N:12]3[C@@H:21]4[C@@H:16]([C:17]5[CH:25]=[CH:24][C:23]([C:26]([N:29]6[CH2:33][CH2:32][CH2:31][CH2:30]6)=[O:27])=[CH:22][C:18]=5[CH2:19][CH2:20]4)[CH2:15][CH2:14][CH2:13]3)=[O:11])=[CH:9][C:4]=2[N:3]=[CH:2]1. The yield is 0.570.